This data is from Full USPTO retrosynthesis dataset with 1.9M reactions from patents (1976-2016). The task is: Predict the reactants needed to synthesize the given product. (1) Given the product [Br:1][C:2]1[CH:3]=[CH:4][C:5]2[S:9][C:8]([S:10][CH3:12])=[N:7][C:6]=2[CH:11]=1, predict the reactants needed to synthesize it. The reactants are: [Br:1][C:2]1[CH:3]=[CH:4][C:5]2[S:9][C:8]([SH:10])=[N:7][C:6]=2[CH:11]=1.[CH2:12]1COCC1.IC.[OH-].[K+]. (2) The reactants are: O[CH2:2][CH2:3][O:4]/[N:5]=[C:6](/[C:8]1[N:13]=[C:12]2[N:14]([CH2:17][C:18]3[CH:19]=[C:20]4[C:25](=[CH:26][CH:27]=3)[N:24]=[CH:23][CH:22]=[CH:21]4)[N:15]=[N:16][C:11]2=[N:10][CH:9]=1)\[CH3:7].C1(P(C2C=CC=CC=2)C2C=CC=CC=2)C=CC=CC=1.[C:47]1(=[O:57])[C:55]2[C:50](=[CH:51][CH:52]=[CH:53][CH:54]=2)[C:49](=[O:56])[NH:48]1.N(/C(OC(C)C)=O)=N\C(OC(C)C)=O. Given the product [N:24]1[C:25]2[C:20](=[CH:19][C:18]([CH2:17][N:14]3[C:12]4=[N:13][C:8](/[C:6](=[N:5]/[O:4][CH2:3][CH2:2][N:48]5[C:49](=[O:56])[C:50]6[C:55](=[CH:54][CH:53]=[CH:52][CH:51]=6)[C:47]5=[O:57])/[CH3:7])=[CH:9][N:10]=[C:11]4[N:16]=[N:15]3)=[CH:27][CH:26]=2)[CH:21]=[CH:22][CH:23]=1, predict the reactants needed to synthesize it. (3) Given the product [NH2:1][C:2]1[C:7]([C:8]2[CH:9]=[C:10]([NH:14][S:15]([C:18]3[CH:23]=[CH:22][C:21]([OH:24])=[CH:20][C:19]=3[OH:26])(=[O:17])=[O:16])[CH:11]=[CH:12][CH:13]=2)=[C:6]([NH:28][C@H:29]([C:31]2[N:36]([C:37]3[CH:42]=[CH:41][CH:40]=[CH:39][CH:38]=3)[C:35](=[O:43])[C:34]3=[C:44]([CH3:47])[CH:45]=[CH:46][N:33]3[N:32]=2)[CH3:30])[N:5]=[CH:4][N:3]=1, predict the reactants needed to synthesize it. The reactants are: [NH2:1][C:2]1[C:7]([C:8]2[CH:9]=[C:10]([NH:14][S:15]([C:18]3[CH:23]=[CH:22][C:21]([O:24]C)=[CH:20][C:19]=3[O:26]C)(=[O:17])=[O:16])[CH:11]=[CH:12][CH:13]=2)=[C:6]([NH:28][C@H:29]([C:31]2[N:36]([C:37]3[CH:42]=[CH:41][CH:40]=[CH:39][CH:38]=3)[C:35](=[O:43])[C:34]3=[C:44]([CH3:47])[CH:45]=[CH:46][N:33]3[N:32]=2)[CH3:30])[N:5]=[CH:4][N:3]=1.B(Br)(Br)Br. (4) Given the product [CH3:7][O:6][C:4]([C:3]1[CH:8]=[C:9]([C:12]2[CH:17]=[CH:16][CH:15]=[CH:14][CH:13]=2)[CH:10]=[CH:11][C:2]=1[NH:1][C:24]([O:43][CH2:42][C:40]1[O:41][C:37]2[CH:36]=[CH:35][C:34]([C:28]3[CH:29]=[CH:30][CH:31]=[CH:32][CH:33]=3)=[CH:44][C:38]=2[CH:39]=1)=[O:25])=[O:5], predict the reactants needed to synthesize it. The reactants are: [NH2:1][C:2]1[CH:11]=[CH:10][C:9]([C:12]2[CH:17]=[CH:16][CH:15]=[CH:14][CH:13]=2)=[CH:8][C:3]=1[C:4]([O:6][CH3:7])=[O:5].N1C=CC=CC=1.[C:24](Cl)(Cl)=[O:25].[C:28]1([C:34]2[CH:35]=[CH:36][C:37]3[O:41][C:40]([CH2:42][OH:43])=[CH:39][C:38]=3[CH:44]=2)[CH:33]=[CH:32][CH:31]=[CH:30][CH:29]=1. (5) Given the product [CH2:56]([O:58][C:59]([CH2:60][C:61]1[CH:62]=[C:63]([CH:64]=[CH:65][CH:66]=1)[O:15][CH2:16][C:17]1[CH:18]=[CH:19][C:20]([CH:23]2[CH2:28][CH2:27][N:26]([C:29]([O:31][CH2:32][C:33]3[CH:34]=[CH:35][CH:36]=[CH:37][CH:38]=3)=[O:30])[CH2:25][CH:24]2[O:39][CH2:40][C:41]2[CH:42]=[CH:43][C:44]3[O:49][CH2:48][CH2:47][N:46]([CH2:50][CH2:51][CH2:52][O:53][CH3:54])[C:45]=3[CH:55]=2)=[CH:21][CH:22]=1)=[O:68])[CH3:57], predict the reactants needed to synthesize it. The reactants are: N(C(OC(C)C)=O)=NC(OC(C)C)=O.[OH:15][CH2:16][C:17]1[CH:22]=[CH:21][C:20]([CH:23]2[CH2:28][CH2:27][N:26]([C:29]([O:31][CH2:32][C:33]3[CH:38]=[CH:37][CH:36]=[CH:35][CH:34]=3)=[O:30])[CH2:25][CH:24]2[O:39][CH2:40][C:41]2[CH:42]=[CH:43][C:44]3[O:49][CH2:48][CH2:47][N:46]([CH2:50][CH2:51][CH2:52][O:53][CH3:54])[C:45]=3[CH:55]=2)=[CH:19][CH:18]=1.[CH2:56]([O:58][C:59](=[O:68])[CH2:60][C:61]1[CH:66]=[CH:65][CH:64]=[C:63](O)[CH:62]=1)[CH3:57].C1(P(C2C=CC=CC=2)C2C=CC=CC=2)C=CC=CC=1. (6) Given the product [C:15]([O:19][C:20]([NH:1][C:4]1[CH:5]=[C:6]2[C:11](=[CH:12][CH:13]=1)[O:10][C:9](=[O:14])[CH2:8][CH2:7]2)=[O:21])([CH3:18])([CH3:17])[CH3:16], predict the reactants needed to synthesize it. The reactants are: [N+:1]([C:4]1[CH:5]=[C:6]2[C:11](=[CH:12][CH:13]=1)[O:10][C:9](=[O:14])[CH:8]=[CH:7]2)([O-])=O.[C:15]([O:19][C:20](O[C:20]([O:19][C:15]([CH3:18])([CH3:17])[CH3:16])=[O:21])=[O:21])([CH3:18])([CH3:17])[CH3:16]. (7) Given the product [Cl:1][C:2]1[CH:7]=[C:6]([Cl:8])[CH:5]=[CH:4][C:3]=1[C@H:9]([N:11]1[C:15]2[CH:16]=[C:17]([N:20]3[CH2:25][CH2:24][N:23]([C:39]([C@H:35]4[CH2:36][CH2:37][CH2:38][NH:34]4)=[O:40])[C@H:22]([CH3:26])[CH2:21]3)[CH:18]=[CH:19][C:14]=2[N:13]=[CH:12]1)[CH3:10], predict the reactants needed to synthesize it. The reactants are: [Cl:1][C:2]1[CH:7]=[C:6]([Cl:8])[CH:5]=[CH:4][C:3]=1[C@H:9]([N:11]1[C:15]2[CH:16]=[C:17]([N:20]3[CH2:25][CH2:24][NH:23][C@H:22]([CH3:26])[CH2:21]3)[CH:18]=[CH:19][C:14]=2[N:13]=[CH:12]1)[CH3:10].C(OC([N:34]1[CH2:38][CH2:37][CH2:36][C@@H:35]1[C:39](O)=[O:40])=O)(C)(C)C.CN(C(ON1N=NC2C=CC=NC1=2)=[N+](C)C)C.F[P-](F)(F)(F)(F)F.CCN(C(C)C)C(C)C.